This data is from Reaction yield outcomes from USPTO patents with 853,638 reactions. The task is: Predict the reaction yield, written as a fraction of the theoretical maximum amount of product (1.0 means a 100% yield; for example, 0.34 means a 34% yield). (1) The reactants are [CH3:1][O:2][S:3]([O-:6])(=[O:5])=[O:4].[Na+].[CH3:8][N:9]([C:11]([N:14]([CH3:16])[CH3:15])(Cl)[Cl:12])[CH3:10]. The catalyst is C(#N)C. The product is [CH3:1][O:2][S:3]([O-:6])(=[O:5])=[O:4].[CH3:8][N:9]([C+:11]([N:14]([CH3:16])[CH3:15])[Cl:12])[CH3:10]. The yield is 0.983. (2) The reactants are [O:1]=[C:2]1[C:7]([CH2:8][C:9]2[CH:14]=[CH:13][C:12]([C:15]3[C:16]([C:21]#[N:22])=[CH:17][CH:18]=[CH:19][CH:20]=3)=[CH:11][CH:10]=2)=[C:6]([CH2:23][CH2:24][CH3:25])[N:5]2[N:26]=[CH:27][N:28]=[C:4]2[N:3]1[CH:29]1[CH2:37][CH2:36][C:35]2[NH:34][N:33]=[CH:32][C:31]=2[CH2:30]1.[H-].[Na+].CN(C)C(=O)C.[CH3:46][C:47]1([CH3:50])[CH2:49][O:48]1. The catalyst is O.C(OCC)(=O)C. The product is [OH:48][C:47]([CH3:50])([CH3:49])[CH2:46][N:34]1[C:35]2[CH2:36][CH2:37][CH:29]([N:3]3[C:2](=[O:1])[C:7]([CH2:8][C:9]4[CH:10]=[CH:11][C:12]([C:15]5[C:16]([C:21]#[N:22])=[CH:17][CH:18]=[CH:19][CH:20]=5)=[CH:13][CH:14]=4)=[C:6]([CH2:23][CH2:24][CH3:25])[N:5]4[N:26]=[CH:27][N:28]=[C:4]34)[CH2:30][C:31]=2[CH:32]=[N:33]1. The yield is 0.0800. (3) The reactants are [C:1]1([C:22]2[CH:27]=[CH:26][CH:25]=[CH:24][CH:23]=2)[CH:6]=[CH:5][CH:4]=[CH:3][C:2]=1[NH:7][C:8]([O:10][CH:11]1[CH2:16][CH2:15][N:14]([CH2:17][CH2:18][C:19](O)=[O:20])[CH2:13][CH2:12]1)=[O:9].C(N(CC)C(C)C)(C)C.[I-].ClC1C=CC=C[N+]=1C.Cl.[CH:47]1[C:59]2[CH:58]([CH2:60][O:61][C:62](=[O:69])[NH:63][CH2:64][CH2:65][CH2:66][NH:67][CH3:68])[C:57]3[C:52](=[CH:53][CH:54]=[CH:55][CH:56]=3)[C:51]=2[CH:50]=[CH:49][CH:48]=1. The catalyst is CN(C=O)C. The product is [CH:56]1[C:57]2[CH:58]([CH2:60][O:61][C:62]([NH:63][CH2:64][CH2:65][CH2:66][N:67]([CH3:68])[C:19]([CH2:18][CH2:17][N:14]3[CH2:13][CH2:12][CH:11]([O:10][C:8](=[O:9])[NH:7][C:2]4[CH:3]=[CH:4][CH:5]=[CH:6][C:1]=4[C:22]4[CH:27]=[CH:26][CH:25]=[CH:24][CH:23]=4)[CH2:16][CH2:15]3)=[O:20])=[O:69])[C:59]3[C:51](=[CH:50][CH:49]=[CH:48][CH:47]=3)[C:52]=2[CH:53]=[CH:54][CH:55]=1. The yield is 0.970. (4) The reactants are [CH:1]([C:4]1[C:12]([C:13](=[N:17][OH:18])[CH:14]([CH3:16])[CH3:15])=[C:7]2[CH:8]=[CH:9][CH:10]=[CH:11][N:6]2[N:5]=1)([CH3:3])[CH3:2].C[Si]([N:23]=[C:24]=[O:25])(C)C. The catalyst is C1COCC1. The product is [C:24]([O:18][N:17]=[C:13]([C:12]1[C:4]([CH:1]([CH3:3])[CH3:2])=[N:5][N:6]2[CH:11]=[CH:10][CH:9]=[CH:8][C:7]=12)[CH:14]([CH3:16])[CH3:15])(=[O:25])[NH2:23]. The yield is 0.453. (5) The reactants are [NH2:1][C:2]1[C:11]2[C:6](=[C:7](Br)[CH:8]=[CH:9][CH:10]=2)[N:5]=[N:4][C:3]=1[C:13]([NH:15][CH2:16][CH2:17][CH3:18])=[O:14].[CH3:19][O:20][C:21]1[CH:26]=[CH:25][C:24]([Cl:27])=[CH:23][C:22]=1B(O)O. No catalyst specified. The product is [NH2:1][C:2]1[C:11]2[C:6](=[C:7]([C:26]3[CH:25]=[C:24]([Cl:27])[CH:23]=[CH:22][C:21]=3[O:20][CH3:19])[CH:8]=[CH:9][CH:10]=2)[N:5]=[N:4][C:3]=1[C:13]([NH:15][CH2:16][CH2:17][CH3:18])=[O:14]. The yield is 0.770. (6) The reactants are [CH3:1][O:2][C:3]1[CH:4]=[C:5]2[C:9](=[CH:10][CH:11]=1)[NH:8][C:7]([C:12]([OH:14])=O)=[CH:6]2.C1N=CN(C(N2C=NC=C2)=O)C=1.[NH2:27][C:28]1[S:29][C:30]([N+:33]([O-:35])=[O:34])=[CH:31][N:32]=1. The catalyst is C1COCC1. The product is [N+:33]([C:30]1[S:29][C:28]([NH:27][C:12]([C:7]2[NH:8][C:9]3[C:5]([CH:6]=2)=[CH:4][C:3]([O:2][CH3:1])=[CH:11][CH:10]=3)=[O:14])=[N:32][CH:31]=1)([O-:35])=[O:34]. The yield is 0.0500. (7) The reactants are [CH3:1][C:2]1[N:3]=[C:4]([NH:7][C:8]2[CH:9]=[C:10]([OH:14])[CH:11]=[CH:12][CH:13]=2)[S:5][CH:6]=1.C([O-])([O-])=O.[K+].[K+].Br[CH2:22][CH:23]=[C:24]([CH3:26])[CH3:25]. The catalyst is CC(C)=O. The product is [CH3:1][C:2]1[N:3]=[C:4]([NH:7][C:8]2[CH:13]=[CH:12][CH:11]=[C:10]([O:14][CH2:22][CH:23]=[C:24]([CH3:26])[CH3:25])[CH:9]=2)[S:5][CH:6]=1. The yield is 0.590. (8) The reactants are [Cl:1][C:2]1[CH:3]=[C:4]([C:11]([CH3:32])([CH3:31])[CH2:12][C:13]([OH:30])([C:26]([F:29])([F:28])[F:27])[CH2:14][C:15]2[NH:23][C:22]3[C:17](=[N:18][C:19]([CH:24]=O)=[CH:20][CH:21]=3)[CH:16]=2)[C:5]2[O:9][CH2:8][CH2:7][C:6]=2[CH:10]=1.C(O)(=O)C.[NH:37]1[CH2:42][CH2:41][O:40][CH2:39][CH2:38]1. The catalyst is ClC(Cl)C.C(OCC)(=O)C.[OH-].[NH4+]. The product is [Cl:1][C:2]1[CH:3]=[C:4]([C:11]([CH3:32])([CH3:31])[CH2:12][C:13]([CH2:14][C:15]2[NH:23][C:22]3[C:17](=[N:18][C:19]([CH2:24][N:37]4[CH2:42][CH2:41][O:40][CH2:39][CH2:38]4)=[CH:20][CH:21]=3)[CH:16]=2)([OH:30])[C:26]([F:29])([F:27])[F:28])[C:5]2[O:9][CH2:8][CH2:7][C:6]=2[CH:10]=1. The yield is 0.320.